From a dataset of Forward reaction prediction with 1.9M reactions from USPTO patents (1976-2016). Predict the product of the given reaction. (1) Given the reactants C1N=CN(C(N2C=NC=C2)=O)C=1.[CH3:13][C:14]1[C:18]2[CH:19]=[CH:20][C:21]([C:23]([OH:25])=O)=[CH:22][C:17]=2[O:16][N:15]=1.[CH2:26]([O:28][C:29](=[O:34])[CH2:30]C([O-])=O)[CH3:27].[K+].[Mg+2].[Cl-].[Cl-].C(N(CC)CC)C, predict the reaction product. The product is: [CH3:13][C:14]1[C:18]2[CH:19]=[CH:20][C:21]([C:23](=[O:25])[CH2:30][C:29]([O:28][CH2:26][CH3:27])=[O:34])=[CH:22][C:17]=2[O:16][N:15]=1. (2) Given the reactants CC(C)([O-])C.[K+].[CH2:7]([O:9][C:10](=[O:30])[CH2:11][CH2:12][N:13]([C:20]([O:22][CH2:23][C:24]1[CH:29]=[CH:28][CH:27]=[CH:26][CH:25]=1)=[O:21])[CH2:14][C:15](OCC)=[O:16])[CH3:8].C(O)(=O)C, predict the reaction product. The product is: [CH2:7]([O:9][C:10]([CH:11]1[C:15](=[O:16])[CH2:14][N:13]([C:20]([O:22][CH2:23][C:24]2[CH:29]=[CH:28][CH:27]=[CH:26][CH:25]=2)=[O:21])[CH2:12]1)=[O:30])[CH3:8].